Predict the reactants needed to synthesize the given product. From a dataset of Full USPTO retrosynthesis dataset with 1.9M reactions from patents (1976-2016). Given the product [Br:1][C:2]1[CH:3]=[CH:4][C:5]2[N:9]([CH:14]3[CH2:15][CH2:16][CH2:17][CH2:18][O:13]3)[CH:8]=[N:7][C:6]=2[C:10]=1[O:11][CH3:12], predict the reactants needed to synthesize it. The reactants are: [Br:1][C:2]1[CH:3]=[CH:4][C:5]2[N:9]=[CH:8][NH:7][C:6]=2[C:10]=1[O:11][CH3:12].[O:13]1[CH:18]=[CH:17][CH2:16][CH2:15][CH2:14]1.C1(C)C=CC(S([O-])(=O)=O)=CC=1.[NH+]1C=CC=CC=1.